Predict which catalyst facilitates the given reaction. From a dataset of Catalyst prediction with 721,799 reactions and 888 catalyst types from USPTO. (1) Reactant: [CH2:1]([C:3]([C:22]1[CH:27]=[CH:26][C:25](/[CH:28]=[CH:29]/[C:30]2([OH:35])[CH2:34][CH2:33][CH2:32][CH2:31]2)=[C:24]([CH3:36])[CH:23]=1)([C:6]1[CH:11]=[CH:10][C:9](B2OC(C)(C)C(C)(C)O2)=[C:8]([CH3:21])[CH:7]=1)[CH2:4][CH3:5])[CH3:2].[CH3:37][O:38][C:39](=[O:48])[CH2:40][C:41]1[CH:42]=[N:43][CH:44]=[C:45](Br)[CH:46]=1.P([O-])([O-])([O-])=O.[K+].[K+].[K+]. Product: [CH3:37][O:38][C:39](=[O:48])[CH2:40][C:41]1[CH:42]=[N:43][CH:44]=[C:45]([C:9]2[CH:10]=[CH:11][C:6]([C:3]([CH2:4][CH3:5])([C:22]3[CH:27]=[CH:26][C:25](/[CH:28]=[CH:29]/[C:30]4([OH:35])[CH2:31][CH2:32][CH2:33][CH2:34]4)=[C:24]([CH3:36])[CH:23]=3)[CH2:1][CH3:2])=[CH:7][C:8]=2[CH3:21])[CH:46]=1. The catalyst class is: 9. (2) Reactant: [C:1]([CH:3]1[CH2:8][CH2:7][N:6]([C:9]([O:11][C:12]([CH3:15])([CH3:14])[CH3:13])=[O:10])[CH2:5][CH2:4]1)#[N:2].F[C:17]1[CH:22]=[C:21]([CH3:23])[CH:20]=[CH:19][N:18]=1.C[Si]([N-][Si](C)(C)C)(C)C.[Na+]. Product: [C:1]([C:3]1([C:17]2[CH:22]=[C:21]([CH3:23])[CH:20]=[CH:19][N:18]=2)[CH2:8][CH2:7][N:6]([C:9]([O:11][C:12]([CH3:15])([CH3:14])[CH3:13])=[O:10])[CH2:5][CH2:4]1)#[N:2]. The catalyst class is: 1. (3) Reactant: [C:1]([O:5][C:6]([NH:8][CH2:9][CH2:10][CH2:11][CH2:12][CH2:13][C:14]([OH:16])=O)=[O:7])([CH3:4])([CH3:3])[CH3:2].CCN=C=NCCCN(C)C.Cl.C1C=CC2N(O)N=NC=2C=1.O.[NH2:40][CH2:41][CH2:42][CH2:43][CH2:44][CH2:45][C:46]([O:48][CH2:49][C:50]1[CH:55]=[CH:54][CH:53]=[CH:52][CH:51]=1)=[O:47].CCN(C(C)C)C(C)C. Product: [C:1]([O:5][C:6]([NH:8][CH2:9][CH2:10][CH2:11][CH2:12][CH2:13][C:14]([NH:40][CH2:41][CH2:42][CH2:43][CH2:44][CH2:45][C:46]([O:48][CH2:49][C:50]1[CH:55]=[CH:54][CH:53]=[CH:52][CH:51]=1)=[O:47])=[O:16])=[O:7])([CH3:2])([CH3:3])[CH3:4]. The catalyst class is: 2.